Dataset: Experimentally validated miRNA-target interactions with 360,000+ pairs, plus equal number of negative samples. Task: Binary Classification. Given a miRNA mature sequence and a target amino acid sequence, predict their likelihood of interaction. The miRNA is hsa-miR-3132 with sequence UGGGUAGAGAAGGAGCUCAGAGGA. The protein sequence of the target gene is MALLSRPALTLLLLLMAAVVRCQEQAQTTDWRATLKTIRNGVHKIDTYLNAALDLLGGEDGLCQYKCSDGSKPFPRYGYKPSPPNGCGSPLFGVHLNIGIPSLTKCCNQHDRCYETCGKSKNDCDEEFQYCLSKICRDVQKTLGLTQHVQACETTVELLFDSVIHLGCKPYLDSQRAACRCHYEEKTDL. Result: 0 (no interaction).